From a dataset of Catalyst prediction with 721,799 reactions and 888 catalyst types from USPTO. Predict which catalyst facilitates the given reaction. (1) Reactant: [F:1][C:2]([F:29])([F:28])[C:3]1[CH:8]=[CH:7][C:6]([C:9]2[CH:10]=[C:11]3[C:15](=[CH:16][CH:17]=2)[N:14]([S:18]([C:21]2[S:25][C:24]([C:26]#[N:27])=[CH:23][CH:22]=2)(=O)=[O:19])[CH2:13][CH2:12]3)=[CH:5][CH:4]=1.Cl.[NH2:31][OH:32].C(N(CC)CC)C.[OH2:40]. Product: [OH:32][NH:31][C:26]([C:24]1[S:25][C:21]([S:18]([N:14]2[C:15]3[C:11](=[CH:10][C:9]([C:6]4[CH:7]=[CH:8][C:3]([C:2]([F:28])([F:1])[F:29])=[CH:4][CH:5]=4)=[CH:17][CH:16]=3)[CH2:12][CH2:13]2)(=[O:19])=[O:40])=[CH:22][CH:23]=1)=[NH:27]. The catalyst class is: 83. (2) Reactant: [C:1]([C:5]1[CH:33]=[CH:32][C:8]([C:9]([NH:11][CH2:12][C:13]2[CH:18]=[CH:17][C:16]([C:19]3[C:20]4[CH:27]=[C:26]([C:28]([OH:30])=O)[NH:25][C:21]=4[N:22]=[CH:23][N:24]=3)=[CH:15][C:14]=2[F:31])=[O:10])=[CH:7][CH:6]=1)([CH3:4])([CH3:3])[CH3:2].CN(C(ON1N=NC2C=CC=CC1=2)=[N+](C)C)C.F[P-](F)(F)(F)(F)F.CCN(C(C)C)C(C)C.[NH:67]1[CH2:72][CH2:71][O:70][CH2:69][CH2:68]1. Product: [C:1]([C:5]1[CH:33]=[CH:32][C:8]([C:9]([NH:11][CH2:12][C:13]2[CH:18]=[CH:17][C:16]([C:19]3[C:20]4[CH:27]=[C:26]([C:28]([N:67]5[CH2:72][CH2:71][O:70][CH2:69][CH2:68]5)=[O:30])[NH:25][C:21]=4[N:22]=[CH:23][N:24]=3)=[CH:15][C:14]=2[F:31])=[O:10])=[CH:7][CH:6]=1)([CH3:4])([CH3:3])[CH3:2]. The catalyst class is: 39. (3) Reactant: [Br:1][C:2]1[CH:10]=[CH:9][C:5]([C:6](O)=[O:7])=[C:4]([N+:11]([O-:13])=[O:12])[CH:3]=1.C(Cl)(=O)C([Cl:17])=O. Product: [Br:1][C:2]1[CH:10]=[CH:9][C:5]([C:6]([Cl:17])=[O:7])=[C:4]([N+:11]([O-:13])=[O:12])[CH:3]=1. The catalyst class is: 118. (4) Reactant: [CH3:1][O:2][C:3]1[CH:8]=[CH:7][C:6](B(O)O)=[CH:5][CH:4]=1.[OH:12][C:13]1[CH:14]=[C:15]([CH:30]=[CH:31][CH:32]=1)[CH:16]=[C:17]1[CH2:22][CH2:21][N:20]([C:23]([O:25][C:26]([CH3:29])([CH3:28])[CH3:27])=[O:24])[CH2:19][CH2:18]1.C(N(CC)CC)C. Product: [CH3:1][O:2][C:3]1[CH:8]=[CH:7][C:6]([O:12][C:13]2[CH:14]=[C:15]([CH:30]=[CH:31][CH:32]=2)[CH:16]=[C:17]2[CH2:18][CH2:19][N:20]([C:23]([O:25][C:26]([CH3:29])([CH3:27])[CH3:28])=[O:24])[CH2:21][CH2:22]2)=[CH:5][CH:4]=1. The catalyst class is: 221. (5) Reactant: [CH3:1][C:2]1[S:3][CH:4]=[CH:5][C:6]=1[CH:7]=[O:8].[Br:9]N1C(=O)CCC1=O.O.C(OCC)C. Product: [Br:9][C:4]1[S:3][C:2]([CH3:1])=[C:6]([CH:7]=[O:8])[CH:5]=1. The catalyst class is: 3. (6) Reactant: [OH-].[Na+].[Br:3][C:4]1[CH:5]=[C:6]2[C:11](=[CH:12][CH:13]=1)[N:10]=[CH:9][C:8]([C:14]([O:16]CC)=[O:15])=[C:7]2[OH:19]. Product: [Br:3][C:4]1[CH:5]=[C:6]2[C:11](=[CH:12][CH:13]=1)[N:10]=[CH:9][C:8]([C:14]([OH:16])=[O:15])=[C:7]2[OH:19]. The catalyst class is: 8. (7) Reactant: [C:1]([C:4]1[CH:9]=[CH:8][CH:7]=[C:6]([C:10](=O)[CH3:11])[N:5]=1)(=[O:3])[CH3:2].[F:13][C:14]1[CH:20]=[CH:19][CH:18]=[C:17]([F:21])[C:15]=1[NH2:16]. Product: [F:13][C:14]1[CH:20]=[CH:19][CH:18]=[C:17]([F:21])[C:15]=1[N:16]=[C:10]([C:6]1[CH:7]=[CH:8][CH:9]=[C:4]([C:1](=[O:3])[CH3:2])[N:5]=1)[CH3:11]. The catalyst class is: 247. (8) Reactant: FC(F)(F)S(O[C:7]1[CH:12]=[CH:11][CH:10]=[C:9]([CH2:13][N:14]2[C:22]3[C:17](=[C:18]([NH:23][C:24]([C:26]4[N:30]5[CH:31]=[CH:32][CH:33]=[CH:34][C:29]5=[N:28][CH:27]=4)=[O:25])[CH:19]=[CH:20][CH:21]=3)[C:16]([CH2:35][CH3:36])=[N:15]2)[N:8]=1)(=O)=O.[N:39]1([C:45]([O:47][C:48]([CH3:51])([CH3:50])[CH3:49])=[O:46])[CH2:44][CH2:43][NH:42][CH2:41][CH2:40]1.C(=O)([O-])[O-].[Cs+].[Cs+].C1(P(C2C=CC=CC=2)C2C=CC3C(=CC=CC=3)C=2C2C3C(=CC=CC=3)C=CC=2P(C2C=CC=CC=2)C2C=CC=CC=2)C=CC=CC=1. Product: [CH2:35]([C:16]1[C:17]2[C:22](=[CH:21][CH:20]=[CH:19][C:18]=2[NH:23][C:24]([C:26]2[N:30]3[CH:31]=[CH:32][CH:33]=[CH:34][C:29]3=[N:28][CH:27]=2)=[O:25])[N:14]([CH2:13][C:9]2[N:8]=[C:7]([N:42]3[CH2:41][CH2:40][N:39]([C:45]([O:47][C:48]([CH3:51])([CH3:50])[CH3:49])=[O:46])[CH2:44][CH2:43]3)[CH:12]=[CH:11][CH:10]=2)[N:15]=1)[CH3:36]. The catalyst class is: 187. (9) Reactant: CCN(C(C)C)C(C)C.[CH:10]1([NH2:13])[CH2:12][CH2:11]1.[NH:14]([C:19]([O:21][C:22]([CH3:25])([CH3:24])[CH3:23])=[O:20])[CH2:15][C:16](O)=[O:17]. Product: [C:22]([O:21][C:19](=[O:20])[NH:14][CH2:15][C:16](=[O:17])[NH:13][CH:10]1[CH2:12][CH2:11]1)([CH3:25])([CH3:23])[CH3:24]. The catalyst class is: 4.